From a dataset of NCI-60 drug combinations with 297,098 pairs across 59 cell lines. Regression. Given two drug SMILES strings and cell line genomic features, predict the synergy score measuring deviation from expected non-interaction effect. (1) Cell line: HCT116. Synergy scores: CSS=8.16, Synergy_ZIP=-2.29, Synergy_Bliss=-3.62, Synergy_Loewe=-20.6, Synergy_HSA=-6.38. Drug 1: C1CCN(CC1)CCOC2=CC=C(C=C2)C(=O)C3=C(SC4=C3C=CC(=C4)O)C5=CC=C(C=C5)O. Drug 2: CC1CCCC2(C(O2)CC(NC(=O)CC(C(C(=O)C(C1O)C)(C)C)O)C(=CC3=CSC(=N3)C)C)C. (2) Drug 1: CC(C)(C#N)C1=CC(=CC(=C1)CN2C=NC=N2)C(C)(C)C#N. Drug 2: C1C(C(OC1N2C=NC(=NC2=O)N)CO)O. Cell line: HS 578T. Synergy scores: CSS=6.83, Synergy_ZIP=2.85, Synergy_Bliss=0.513, Synergy_Loewe=3.72, Synergy_HSA=2.74. (3) Drug 1: C1CCC(C1)C(CC#N)N2C=C(C=N2)C3=C4C=CNC4=NC=N3. Drug 2: CCCCCOC(=O)NC1=NC(=O)N(C=C1F)C2C(C(C(O2)C)O)O. Cell line: MCF7. Synergy scores: CSS=9.52, Synergy_ZIP=-0.268, Synergy_Bliss=3.11, Synergy_Loewe=0.807, Synergy_HSA=1.73. (4) Drug 1: CCN(CC)CCNC(=O)C1=C(NC(=C1C)C=C2C3=C(C=CC(=C3)F)NC2=O)C. Drug 2: B(C(CC(C)C)NC(=O)C(CC1=CC=CC=C1)NC(=O)C2=NC=CN=C2)(O)O. Cell line: PC-3. Synergy scores: CSS=27.8, Synergy_ZIP=-2.56, Synergy_Bliss=-3.68, Synergy_Loewe=-3.95, Synergy_HSA=-4.25. (5) Drug 1: CC1C(C(=O)NC(C(=O)N2CCCC2C(=O)N(CC(=O)N(C(C(=O)O1)C(C)C)C)C)C(C)C)NC(=O)C3=C4C(=C(C=C3)C)OC5=C(C(=O)C(=C(C5=N4)C(=O)NC6C(OC(=O)C(N(C(=O)CN(C(=O)C7CCCN7C(=O)C(NC6=O)C(C)C)C)C)C(C)C)C)N)C. Drug 2: C1=NC2=C(N=C(N=C2N1C3C(C(C(O3)CO)O)F)Cl)N. Cell line: COLO 205. Synergy scores: CSS=16.2, Synergy_ZIP=-5.51, Synergy_Bliss=-0.727, Synergy_Loewe=-11.2, Synergy_HSA=-5.64.